Task: Predict the product of the given reaction.. Dataset: Forward reaction prediction with 1.9M reactions from USPTO patents (1976-2016) (1) Given the reactants [F:1][C:2]1[CH:3]=[C:4]([C:9]2[CH:10]=[N:11][CH:12]=[C:13]3[C:18]=2[N:17]=[C:16]([C:19](OCC)=[O:20])[CH:15]=[CH:14]3)[CH:5]=[CH:6][C:7]=1[OH:8].[NH3:24].CO, predict the reaction product. The product is: [F:1][C:2]1[CH:3]=[C:4]([C:9]2[CH:10]=[N:11][CH:12]=[C:13]3[C:18]=2[N:17]=[C:16]([C:19]([NH2:24])=[O:20])[CH:15]=[CH:14]3)[CH:5]=[CH:6][C:7]=1[OH:8]. (2) Given the reactants [Cl:1][C:2]1[CH:27]=[C:26]([NH:28][C:29]2[CH:34]=[CH:33][C:32]([F:35])=[CH:31][C:30]=2[F:36])[CH:25]=[CH:24][C:3]=1[C:4]([C:6]1[CH:7]=[C:8]([C:13]2[N:14]=[N:15][N:16]([CH2:18][C:19]([NH:21][CH2:22][CH3:23])=[O:20])[CH:17]=2)[CH:9]=[CH:10][C:11]=1[CH3:12])=[O:5].Cl[C:38]1C=C(NC2C=CC(F)=CC=2F)C=C[C:39]=1C(C1C=C(C2N=NN(CC(O)=O)C=2)C=CC=1C)=O.N1CCCC1, predict the reaction product. The product is: [Cl:1][C:2]1[CH:27]=[C:26]([NH:28][C:29]2[CH:34]=[CH:33][C:32]([F:35])=[CH:31][C:30]=2[F:36])[CH:25]=[CH:24][C:3]=1[C:4]([C:6]1[CH:7]=[C:8]([C:13]2[N:14]=[N:15][N:16]([CH2:18][C:19]([N:21]3[CH2:39][CH2:38][CH2:23][CH2:22]3)=[O:20])[CH:17]=2)[CH:9]=[CH:10][C:11]=1[CH3:12])=[O:5].